From a dataset of Forward reaction prediction with 1.9M reactions from USPTO patents (1976-2016). Predict the product of the given reaction. (1) Given the reactants [H-].[Na+].[CH3:3][N:4]1[CH:8]=[CH:7][N:6]=[C:5]1[C:9]#[N:10].[Cl-:11].[NH4+:12], predict the reaction product. The product is: [ClH:11].[CH3:3][N:4]1[CH:8]=[CH:7][N:6]=[C:5]1[C:9]([NH2:12])=[NH:10]. (2) Given the reactants [CH:1]1([C:6]2[C:7]([O:15][CH2:16][C:17]([F:20])([F:19])[F:18])=[N:8][CH:9]=[C:10]([CH:14]=2)[C:11]([OH:13])=O)[CH2:5][CH2:4][CH2:3][CH2:2]1.CCN(C(C)C)C(C)C.CN(C(ON1N=NC2C=CC=NC1=2)=[N+](C)C)C.F[P-](F)(F)(F)(F)F.[F:54][C:55]([F:64])([F:63])[C:56]1[N:60]=[C:59]([CH2:61][NH2:62])[O:58][N:57]=1, predict the reaction product. The product is: [CH:1]1([C:6]2[C:7]([O:15][CH2:16][C:17]([F:20])([F:19])[F:18])=[N:8][CH:9]=[C:10]([CH:14]=2)[C:11]([NH:62][CH2:61][C:59]2[O:58][N:57]=[C:56]([C:55]([F:64])([F:63])[F:54])[N:60]=2)=[O:13])[CH2:2][CH2:3][CH2:4][CH2:5]1. (3) Given the reactants [H-].[Na+].[CH3:3][C:4]1[CH:8]=[C:7]([CH2:9][NH:10][C:11](=[O:17])[O:12][C:13]([CH3:16])([CH3:15])[CH3:14])[O:6][N:5]=1.I[CH2:19][CH3:20], predict the reaction product. The product is: [CH2:19]([N:10]([CH2:9][C:7]1[O:6][N:5]=[C:4]([CH3:3])[CH:8]=1)[C:11](=[O:17])[O:12][C:13]([CH3:14])([CH3:16])[CH3:15])[CH3:20]. (4) Given the reactants CS(O[CH2:6][CH2:7][C@@H:8]([C:26]1[CH:31]=[CH:30][C:29]([Cl:32])=[C:28]([Cl:33])[CH:27]=1)[CH2:9][N:10]1[CH2:17][C@@H:16]([CH3:18])[CH2:15][O:14][C:13]2[C:19]([C:23]#[N:24])=[CH:20][CH:21]=[CH:22][C:12]=2[C:11]1=[O:25])(=O)=O.[N-:34]=[N+:35]=[N-:36].[Na+].O, predict the reaction product. The product is: [N:34]([CH2:6][CH2:7][C@@H:8]([C:26]1[CH:31]=[CH:30][C:29]([Cl:32])=[C:28]([Cl:33])[CH:27]=1)[CH2:9][N:10]1[CH2:17][C@@H:16]([CH3:18])[CH2:15][O:14][C:13]2[C:19]([C:23]#[N:24])=[CH:20][CH:21]=[CH:22][C:12]=2[C:11]1=[O:25])=[N+:35]=[N-:36].